This data is from Forward reaction prediction with 1.9M reactions from USPTO patents (1976-2016). The task is: Predict the product of the given reaction. (1) The product is: [F:23][C:24]([F:37])([F:38])[C:25]1[CH:26]=[C:27]([CH:30]=[C:31]([C:33]([F:36])([F:34])[F:35])[CH:32]=1)[CH2:28][N:10]1[C:11]2[C@@:12]3([CH3:22])[C:19]([CH3:21])([CH3:20])[C@H:15]([CH2:14][CH2:13]3)[C:16]=2[C:17](=[O:18])[N:9]1[C:3]1[CH:4]=[CH:5][C:6]([F:8])=[CH:7][C:2]=1[F:1]. Given the reactants [F:1][C:2]1[CH:7]=[C:6]([F:8])[CH:5]=[CH:4][C:3]=1[N:9]1[C:17](=[O:18])[C:16]2[C@@H:15]3[C:19]([CH3:21])([CH3:20])[C@@:12]([CH3:22])([CH2:13][CH2:14]3)[C:11]=2[NH:10]1.[F:23][C:24]([F:38])([F:37])[C:25]1[CH:26]=[C:27]([CH:30]=[C:31]([C:33]([F:36])([F:35])[F:34])[CH:32]=1)[CH2:28]Br.ClCCl.C(O)C, predict the reaction product. (2) Given the reactants [Cl:1][C:2]1[CH:3]=[C:4]([C@H:8]2[CH2:13][C@@H:12]([CH3:14])[S:11][N:10]([CH:15]([CH3:17])[CH3:16])[C@@H:9]2[C:18]2[CH:23]=[CH:22][C:21]([Cl:24])=[CH:20][CH:19]=2)[CH:5]=[CH:6][CH:7]=1.[CH2:25](I)[CH:26]=C.[CH3:29][Si]([N-][Si](C)(C)C)(C)C.[Li+], predict the reaction product. The product is: [Cl:1][C:2]1[CH:3]=[C:4]([C@H:8]2[CH2:13][C@@:12]([CH3:29])([CH2:14][CH:25]=[CH2:26])[S:11][N:10]([CH:15]([CH3:17])[CH3:16])[C@@H:9]2[C:18]2[CH:19]=[CH:20][C:21]([Cl:24])=[CH:22][CH:23]=2)[CH:5]=[CH:6][CH:7]=1. (3) Given the reactants [OH:1][C@@:2]1([C:9]#[C:10][C:11]2[CH:12]=[C:13]([C:17]3[N:22]=[C:21]([C:23](OC)=[O:24])[CH:20]=[C:19]([N:27]4[C:31]([CH3:32])=[CH:30][CH:29]=[N:28]4)[CH:18]=3)[CH:14]=[CH:15][CH:16]=2)[CH2:6][CH2:5][N:4]([CH3:7])[C:3]1=[O:8].[NH3:33], predict the reaction product. The product is: [OH:1][C@@:2]1([C:9]#[C:10][C:11]2[CH:12]=[C:13]([C:17]3[N:22]=[C:21]([C:23]([NH2:33])=[O:24])[CH:20]=[C:19]([N:27]4[C:31]([CH3:32])=[CH:30][CH:29]=[N:28]4)[CH:18]=3)[CH:14]=[CH:15][CH:16]=2)[CH2:6][CH2:5][N:4]([CH3:7])[C:3]1=[O:8]. (4) Given the reactants [NH2:1][C:2]1[C:3]([C:9]2[CH:10]=[C:11]([C@@H:15]([NH:19][C:20](=[O:26])[O:21][C:22]([CH3:25])([CH3:24])[CH3:23])[CH2:16][CH:17]=[CH2:18])[CH:12]=[CH:13][CH:14]=2)=[N:4][C:5]([CH3:8])=[CH:6][CH:7]=1.[CH3:27][C@H:28]([CH:32]=[CH2:33])[C:29](O)=[O:30].N1C=CC=CC=1.C(P1(=O)OP(CCC)(=O)OP(CCC)(=O)O1)CC, predict the reaction product. The product is: [CH3:8][C:5]1[N:4]=[C:3]([C:9]2[CH:10]=[C:11]([C@@H:15]([NH:19][C:20](=[O:26])[O:21][C:22]([CH3:25])([CH3:24])[CH3:23])[CH2:16][CH:17]=[CH2:18])[CH:12]=[CH:13][CH:14]=2)[C:2]([NH:1][C:29](=[O:30])[C@H:28]([CH3:27])[CH:32]=[CH2:33])=[CH:7][CH:6]=1. (5) Given the reactants [CH3:1][N:2]1[C:6]([C:7]2[S:11][C:10]([C:12]([OH:14])=O)=[CH:9][CH:8]=2)=[CH:5][CH:4]=[N:3]1.C1CN([P+](Br)(N2CCCC2)N2CCCC2)CC1.F[P-](F)(F)(F)(F)F.C(N(C(C)C)CC)(C)C.Cl.[NH2:49][C@@H:50]([CH2:63][C:64]1[CH:69]=[CH:68][CH:67]=[CH:66][C:65]=1[C:70]([F:73])([F:72])[F:71])[CH2:51][N:52]1[C:60](=[O:61])[C:59]2[C:54](=[CH:55][CH:56]=[CH:57][CH:58]=2)[C:53]1=[O:62], predict the reaction product. The product is: [O:61]=[C:60]1[C:59]2[C:54](=[CH:55][CH:56]=[CH:57][CH:58]=2)[C:53](=[O:62])[N:52]1[CH2:51][C@@H:50]([NH:49][C:12]([C:10]1[S:11][C:7]([C:6]2[N:2]([CH3:1])[N:3]=[CH:4][CH:5]=2)=[CH:8][CH:9]=1)=[O:14])[CH2:63][C:64]1[CH:69]=[CH:68][CH:67]=[CH:66][C:65]=1[C:70]([F:72])([F:71])[F:73]. (6) Given the reactants [NH2:1][C:2]1[C:7]([CH3:8])=[CH:6][N:5]=[C:4]([NH:9][C@@H:10]2[CH2:15][CH2:14][C@H:13]([NH:16][C:17](=[O:26])[C:18]3[CH:23]=[CH:22][C:21]([F:24])=[C:20]([Cl:25])[CH:19]=3)[CH2:12][CH2:11]2)[CH:3]=1.C=O.[BH3-][C:30]#N.[Na+].Cl, predict the reaction product. The product is: [ClH:25].[Cl:25][C:20]1[CH:19]=[C:18]([CH:23]=[CH:22][C:21]=1[F:24])[C:17]([NH:16][C@H:13]1[CH2:14][CH2:15][C@@H:10]([NH:9][C:4]2[CH:3]=[C:2]([NH:1][CH3:30])[C:7]([CH3:8])=[CH:6][N:5]=2)[CH2:11][CH2:12]1)=[O:26]. (7) Given the reactants [CH2:1]([N:5]1[C:9](=[O:10])[C:8](Cl)=[C:7]([C:12]2[CH:17]=[CH:16][CH:15]=[CH:14][CH:13]=2)[S:6]1(=[O:19])=[O:18])[CH2:2][CH2:3][CH3:4].[CH2:20]([N:27]1[CH2:32][CH2:31][N:30]([C:33]2[CH:38]=[CH:37][C:36]([NH2:39])=[CH:35][CH:34]=2)[CH2:29][CH2:28]1)[C:21]1[CH:26]=[CH:25][CH:24]=[CH:23][CH:22]=1, predict the reaction product. The product is: [CH2:20]([N:27]1[CH2:28][CH2:29][N:30]([C:33]2[CH:34]=[CH:35][C:36]([NH:39][C:8]3[C:9](=[O:10])[N:5]([CH2:1][CH2:2][CH2:3][CH3:4])[S:6](=[O:19])(=[O:18])[C:7]=3[C:12]3[CH:17]=[CH:16][CH:15]=[CH:14][CH:13]=3)=[CH:37][CH:38]=2)[CH2:31][CH2:32]1)[C:21]1[CH:22]=[CH:23][CH:24]=[CH:25][CH:26]=1. (8) Given the reactants FC(F)(F)C(O)=O.[Br:8][C:9]1[CH:10]=[N:11][C:12]([C:15]2([C:36]#[N:37])[CH:19]([CH2:20][C:21]([CH3:24])([CH3:23])[CH3:22])[NH:18][CH:17]([C:25]([OH:27])=O)[CH:16]2[C:28]2[CH:33]=[CH:32][CH:31]=[C:30]([Cl:34])[C:29]=2[F:35])=[N:13][CH:14]=1.[CH3:38][C:39]1([CH3:47])[O:43][C@@H:42]([CH2:44][CH2:45][NH2:46])[CH2:41][O:40]1.CN(C(ON1N=NC2C=CC=NC1=2)=[N+](C)C)C.F[P-](F)(F)(F)(F)F.CCN(C(C)C)C(C)C, predict the reaction product. The product is: [CH3:38][C:39]1([CH3:47])[O:43][C@@H:42]([CH2:44][CH2:45][NH:46][C:25]([CH:17]2[CH:16]([C:28]3[CH:33]=[CH:32][CH:31]=[C:30]([Cl:34])[C:29]=3[F:35])[C:15]([C:12]3[N:13]=[CH:14][C:9]([Br:8])=[CH:10][N:11]=3)([C:36]#[N:37])[CH:19]([CH2:20][C:21]([CH3:24])([CH3:23])[CH3:22])[NH:18]2)=[O:27])[CH2:41][O:40]1. (9) The product is: [NH2:1][C:2]1[C:7]([F:8])=[C:6]([CH:9]([F:27])[CH3:10])[N:5]=[C:4]([C:12]([O:14][CH3:15])=[O:13])[C:3]=1[Cl:16]. Given the reactants [NH2:1][C:2]1[C:7]([F:8])=[C:6]([CH:9](O)[CH3:10])[N:5]=[C:4]([C:12]([O:14][CH3:15])=[O:13])[C:3]=1[Cl:16].COCCN(S(F)(F)[F:27])CCOC.C(=O)(O)[O-].[Na+], predict the reaction product.